Dataset: Catalyst prediction with 721,799 reactions and 888 catalyst types from USPTO. Task: Predict which catalyst facilitates the given reaction. Reactant: [F:1][C:2]1[CH:7]=[C:6]([NH:8][C:9]([O:11][C:12]2[CH:17]=[CH:16][CH:15]=[CH:14][CH:13]=2)=[O:10])[CH:5]=[CH:4][C:3]=1[CH:18]([C:23](OC)=[O:24])[C:19](OC)=[O:20].[BH4-].[Na+].[Cl-].[Li+]. Product: [OH:24][CH2:23][CH:18]([C:3]1[CH:4]=[CH:5][C:6]([NH:8][C:9](=[O:10])[O:11][C:12]2[CH:17]=[CH:16][CH:15]=[CH:14][CH:13]=2)=[CH:7][C:2]=1[F:1])[CH2:19][OH:20]. The catalyst class is: 353.